From a dataset of Reaction yield outcomes from USPTO patents with 853,638 reactions. Predict the reaction yield, written as a fraction of the theoretical maximum amount of product (1.0 means a 100% yield; for example, 0.34 means a 34% yield). (1) The reactants are Cl[C:2]1[N:7]=[CH:6][N:5]=[C:4]([C:8]2[CH:14]=[C:13]([C:15]([F:18])([F:17])[F:16])[CH:12]=[CH:11][C:9]=2[NH2:10])[CH:3]=1.[N:19]12CCN(CC1)C[CH2:20]2.[C-]#N.[K+].P([O-])(O)(O)=O.[K+]. The catalyst is CS(C)=O. The product is [NH2:10][C:9]1[CH:11]=[CH:12][C:13]([C:15]([F:18])([F:17])[F:16])=[CH:14][C:8]=1[C:4]1[N:5]=[CH:6][N:7]=[C:2]([C:20]#[N:19])[CH:3]=1. The yield is 0.380. (2) The reactants are C(OC([NH:8][C@@H:9]([CH2:23][C@H:24]1[CH2:29][CH2:28][C@H:27]([F:30])[CH2:26][CH2:25]1)[CH2:10][N:11]([CH3:22])[C:12](=[O:21])[O:13][CH2:14][C:15]1[CH:20]=[CH:19][CH:18]=[CH:17][CH:16]=1)=O)(C)(C)C. The catalyst is C(O)(C(F)(F)F)=O.C(Cl)Cl. The product is [NH2:8][C@@H:9]([CH2:23][C@H:24]1[CH2:25][CH2:26][C@H:27]([F:30])[CH2:28][CH2:29]1)[CH2:10][N:11]([CH3:22])[C:12](=[O:21])[O:13][CH2:14][C:15]1[CH:16]=[CH:17][CH:18]=[CH:19][CH:20]=1. The yield is 0.930. (3) The reactants are [CH:1]([O:14][C:15]1[C:24]2[N:23]=[CH:22][CH:21]=[N:20][C:19]=2[C:18]([O:25]C)=[C:17]2[CH:27]([OH:39])[N:28]([CH2:31][C:32]3[CH:37]=[CH:36][C:35]([F:38])=[CH:34][CH:33]=3)[C:29](=O)[C:16]=12)(C1C=CC=CC=1)C1C=CC=CC=1.C([SiH](CC)CC)C.FC(F)(F)C(O)=O. The catalyst is C(Cl)Cl. The product is [F:38][C:35]1[CH:36]=[CH:37][C:32]([CH2:31][N:28]2[C:27](=[O:39])[C:17]3[C:16](=[C:15]([O:14][CH3:1])[C:24]4[N:23]=[CH:22][CH:21]=[N:20][C:19]=4[C:18]=3[OH:25])[CH2:29]2)=[CH:33][CH:34]=1. The yield is 0.380. (4) The reactants are [NH2:1][C:2]1[CH:7]=[C:6]([Cl:8])[C:5]([S:9]C(=O)N(C)C)=[C:4]([Cl:15])[CH:3]=1.[OH-].[K+].Cl. The catalyst is C(O)C.O. The product is [NH2:1][C:2]1[CH:7]=[C:6]([Cl:8])[C:5]([SH:9])=[C:4]([Cl:15])[CH:3]=1. The yield is 0.690.